From a dataset of Reaction yield outcomes from USPTO patents with 853,638 reactions. Predict the reaction yield, written as a fraction of the theoretical maximum amount of product (1.0 means a 100% yield; for example, 0.34 means a 34% yield). (1) The reactants are [OH:1][C:2]1[CH:17]=[CH:16][CH:15]=[CH:14][C:3]=1[C:4]([NH:6][C:7]([CH3:13])([CH3:12])[C:8]([O:10][CH3:11])=[O:9])=[O:5].C([O-])([O-])=O.[K+].[K+].Cl[CH2:25][CH:26]1[CH2:28][O:27]1. The catalyst is C(#N)C.CCOC(C)=O. The product is [CH3:13][C:7]([NH:6][C:4](=[O:5])[C:3]1[CH:14]=[CH:15][CH:16]=[CH:17][C:2]=1[O:1][CH2:25][CH:26]1[CH2:28][O:27]1)([CH3:12])[C:8]([O:10][CH3:11])=[O:9]. The yield is 0.0500. (2) The reactants are [Cl:1][CH2:2][CH2:3][N:4]([CH2:30][C:31]([F:34])([F:33])[CH3:32])[C:5]([C:7]1[C:11]([O:12]C(=O)C)=[C:10]([C:16]2[CH:21]=[CH:20][C:19]([Cl:22])=[CH:18][CH:17]=2)[N:9]([C:23]2[CH:28]=[CH:27][CH:26]=[CH:25][C:24]=2[Cl:29])[N:8]=1)=[O:6].C([O-])([O-])=O.[K+].[K+].Cl. The catalyst is CO. The product is [Cl:1][CH2:2][CH2:3][N:4]([CH2:30][C:31]([F:34])([F:33])[CH3:32])[C:5]([C:7]1[C:11]([OH:12])=[C:10]([C:16]2[CH:17]=[CH:18][C:19]([Cl:22])=[CH:20][CH:21]=2)[N:9]([C:23]2[CH:28]=[CH:27][CH:26]=[CH:25][C:24]=2[Cl:29])[N:8]=1)=[O:6]. The yield is 0.870. (3) The reactants are [CH3:1][O:2][CH2:3][CH2:4][O:5][C:6]1[CH:7]=[C:8]2[C:12](=[C:13]([N:15]([CH3:25])[S:16]([C:19]3[CH:24]=[CH:23][CH:22]=[CH:21][N:20]=3)(=[O:18])=[O:17])[CH:14]=1)[NH:11][C:10]([C:26]1[S:27][CH:28]([CH2:31][C:32]([OH:34])=O)[CH2:29][N:30]=1)=[CH:9]2.Cl.C[N:37](C)CCCN=C=NCC.CN(C)C=O. The catalyst is O. The product is [CH3:1][O:2][CH2:3][CH2:4][O:5][C:6]1[CH:7]=[C:8]2[C:12](=[C:13]([N:15]([CH3:25])[S:16]([C:19]3[CH:24]=[CH:23][CH:22]=[CH:21][N:20]=3)(=[O:17])=[O:18])[CH:14]=1)[NH:11][C:10]([C:26]1[S:27][CH:28]([CH2:31][C:32]([NH2:37])=[O:34])[CH2:29][N:30]=1)=[CH:9]2. The yield is 0.550. (4) The reactants are [Si:1]([O:18][CH2:19][C:20]1[CH:27]=[CH:26][C:23](C=O)=[CH:22][CH:21]=1)([C:14]([CH3:17])([CH3:16])[CH3:15])([C:8]1[CH:13]=[CH:12][CH:11]=[CH:10][CH:9]=1)[C:2]1[CH:7]=[CH:6][CH:5]=[CH:4][CH:3]=1.C1(C2(C3C=CC=CC=3)CCP(C3C=CC=CC=3)[C:35]2=[CH:45][C:46]([O:48][CH2:49][CH3:50])=[O:47])C=CC=CC=1. The yield is 0.900. The product is [Si:1]([O:18][CH2:19][C:20]1[CH:27]=[CH:26][C:23](/[CH:35]=[CH:45]/[C:46]([O:48][CH2:49][CH3:50])=[O:47])=[CH:22][CH:21]=1)([C:14]([CH3:17])([CH3:16])[CH3:15])([C:8]1[CH:13]=[CH:12][CH:11]=[CH:10][CH:9]=1)[C:2]1[CH:7]=[CH:6][CH:5]=[CH:4][CH:3]=1. The catalyst is C1C=CC=CC=1.CCCCCC.C(OCC)C.C(O)(=O)C1C=CC=CC=1. (5) The reactants are [C:9](O[C:9]([O:11][C:12]([CH3:15])([CH3:14])[CH3:13])=[O:10])([O:11][C:12]([CH3:15])([CH3:14])[CH3:13])=[O:10].[Br:16][C:17]1[CH:31]=[CH:30][C:20]2=[N:21][C:22]3[CH2:23][CH2:24][NH:25][CH2:26][C:27]=3[C:28]([Cl:29])=[C:19]2[CH:18]=1. The catalyst is C1COCC1. The product is [Br:16][C:17]1[CH:31]=[CH:30][C:20]2=[N:21][C:22]3[CH2:23][CH2:24][N:25]([C:9]([O:11][C:12]([CH3:13])([CH3:14])[CH3:15])=[O:10])[CH2:26][C:27]=3[C:28]([Cl:29])=[C:19]2[CH:18]=1. The yield is 0.800. (6) The reactants are I[C:2]1[CH:7]=[CH:6][C:5]([CH2:8][N:9]2[CH2:13][CH2:12][CH2:11][C:10]2=[O:14])=[CH:4][CH:3]=1.[F:15][C:16]([F:27])([F:26])[C:17]1[C:18]2[CH2:25][O:24][CH2:23][CH2:22][C:19]=2[NH:20][N:21]=1.CN(C)CC(O)=O.C(=O)([O-])[O-].[K+].[K+]. The catalyst is CS(C)=O.[Cu]I. The product is [F:26][C:16]([F:15])([F:27])[C:17]1[C:18]2[CH2:25][O:24][CH2:23][CH2:22][C:19]=2[N:20]([C:2]2[CH:7]=[CH:6][C:5]([CH2:8][N:9]3[CH2:13][CH2:12][CH2:11][C:10]3=[O:14])=[CH:4][CH:3]=2)[N:21]=1. The yield is 0.670. (7) The reactants are [Br:1][C:2]1[CH:7]=[CH:6][C:5]([CH2:8][CH2:9][OH:10])=[CH:4][CH:3]=1.[C:11]([C:13]1[CH:14]=[C:15]([N:19]=[C:20]=[O:21])[CH:16]=[CH:17][CH:18]=1)#[N:12]. The catalyst is C1(C)C=CC=CC=1.CC(C)([O-])C.CC(C)([O-])C.CC(C)([O-])C.CC(C)([O-])C.[Ti+4]. The product is [C:11]([C:13]1[CH:14]=[C:15]([NH:19][C:20](=[O:21])[O:10][CH2:9][CH2:8][C:5]2[CH:6]=[CH:7][C:2]([Br:1])=[CH:3][CH:4]=2)[CH:16]=[CH:17][CH:18]=1)#[N:12]. The yield is 0.950.